Dataset: Full USPTO retrosynthesis dataset with 1.9M reactions from patents (1976-2016). Task: Predict the reactants needed to synthesize the given product. (1) Given the product [CH:4]([NH:7][C:8]1[N:13]=[C:12]([C:14](=[N:2][OH:3])[CH3:15])[CH:11]=[C:10]([CH3:17])[N:9]=1)([CH3:6])[CH3:5], predict the reactants needed to synthesize it. The reactants are: Cl.[NH2:2][OH:3].[CH:4]([NH:7][C:8]1[N:13]=[C:12]([C:14](=O)[CH3:15])[CH:11]=[C:10]([CH3:17])[N:9]=1)([CH3:6])[CH3:5].CO. (2) Given the product [CH3:19][O:20][C:21]([C:23]1[CH:24]=[CH:25][CH:26]=[C:27]2[S:31][C:30]([N:32]3[CH2:37][CH2:36][N:35]([C:7](=[O:9])[C:6]4[CH:10]=[C:11]([S:14]([CH3:17])(=[O:16])=[O:15])[CH:12]=[CH:13][C:5]=4[O:4][CH:1]([CH3:2])[CH3:3])[CH2:34][CH2:33]3)=[N:29][C:28]=12)=[O:22], predict the reactants needed to synthesize it. The reactants are: [CH:1]([O:4][C:5]1[CH:13]=[CH:12][C:11]([S:14]([CH3:17])(=[O:16])=[O:15])=[CH:10][C:6]=1[C:7]([OH:9])=O)([CH3:3])[CH3:2].Cl.[CH3:19][O:20][C:21]([C:23]1[CH:24]=[CH:25][CH:26]=[C:27]2[S:31][C:30]([N:32]3[CH2:37][CH2:36][NH:35][CH2:34][CH2:33]3)=[N:29][C:28]=12)=[O:22].